From a dataset of NCI-60 drug combinations with 297,098 pairs across 59 cell lines. Regression. Given two drug SMILES strings and cell line genomic features, predict the synergy score measuring deviation from expected non-interaction effect. (1) Cell line: NCI-H322M. Synergy scores: CSS=-6.35, Synergy_ZIP=6.12, Synergy_Bliss=6.16, Synergy_Loewe=-7.66, Synergy_HSA=-9.58. Drug 2: CC1=C2C(C(=O)C3(C(CC4C(C3C(C(C2(C)C)(CC1OC(=O)C(C(C5=CC=CC=C5)NC(=O)OC(C)(C)C)O)O)OC(=O)C6=CC=CC=C6)(CO4)OC(=O)C)O)C)O. Drug 1: CCC1(CC2CC(C3=C(CCN(C2)C1)C4=CC=CC=C4N3)(C5=C(C=C6C(=C5)C78CCN9C7C(C=CC9)(C(C(C8N6C)(C(=O)OC)O)OC(=O)C)CC)OC)C(=O)OC)O.OS(=O)(=O)O. (2) Drug 1: C1CCC(CC1)NC(=O)N(CCCl)N=O. Drug 2: C1=NC(=NC(=O)N1C2C(C(C(O2)CO)O)O)N. Cell line: SNB-19. Synergy scores: CSS=24.4, Synergy_ZIP=-6.52, Synergy_Bliss=-0.947, Synergy_Loewe=-1.93, Synergy_HSA=-0.550.